From a dataset of NCI-60 drug combinations with 297,098 pairs across 59 cell lines. Regression. Given two drug SMILES strings and cell line genomic features, predict the synergy score measuring deviation from expected non-interaction effect. (1) Drug 1: CC1=CC2C(CCC3(C2CCC3(C(=O)C)OC(=O)C)C)C4(C1=CC(=O)CC4)C. Drug 2: CC12CCC3C(C1CCC2OP(=O)(O)O)CCC4=C3C=CC(=C4)OC(=O)N(CCCl)CCCl.[Na+]. Cell line: MDA-MB-231. Synergy scores: CSS=-10.6, Synergy_ZIP=5.60, Synergy_Bliss=-0.743, Synergy_Loewe=-12.8, Synergy_HSA=-11.8. (2) Drug 1: C1=CN(C(=O)N=C1N)C2C(C(C(O2)CO)O)O.Cl. Drug 2: C1C(C(OC1N2C=NC(=NC2=O)N)CO)O. Cell line: SNB-75. Synergy scores: CSS=1.34, Synergy_ZIP=13.7, Synergy_Bliss=14.7, Synergy_Loewe=1.71, Synergy_HSA=2.13. (3) Drug 1: CC(CN1CC(=O)NC(=O)C1)N2CC(=O)NC(=O)C2. Drug 2: C1CCC(CC1)NC(=O)N(CCCl)N=O. Cell line: HL-60(TB). Synergy scores: CSS=77.1, Synergy_ZIP=11.6, Synergy_Bliss=11.9, Synergy_Loewe=8.59, Synergy_HSA=14.1. (4) Drug 1: C1=C(C(=O)NC(=O)N1)F. Drug 2: CC1=C2C(C(=O)C3(C(CC4C(C3C(C(C2(C)C)(CC1OC(=O)C(C(C5=CC=CC=C5)NC(=O)C6=CC=CC=C6)O)O)OC(=O)C7=CC=CC=C7)(CO4)OC(=O)C)O)C)OC(=O)C. Cell line: 786-0. Synergy scores: CSS=37.1, Synergy_ZIP=-9.00, Synergy_Bliss=-7.60, Synergy_Loewe=-5.57, Synergy_HSA=-0.497. (5) Drug 1: CCC(=C(C1=CC=CC=C1)C2=CC=C(C=C2)OCCN(C)C)C3=CC=CC=C3.C(C(=O)O)C(CC(=O)O)(C(=O)O)O. Drug 2: C1=NC(=NC(=O)N1C2C(C(C(O2)CO)O)O)N. Cell line: A498. Synergy scores: CSS=-0.190, Synergy_ZIP=-5.53, Synergy_Bliss=-9.15, Synergy_Loewe=-26.2, Synergy_HSA=-12.0. (6) Drug 2: CC1=C2C(C(=O)C3(C(CC4C(C3C(C(C2(C)C)(CC1OC(=O)C(C(C5=CC=CC=C5)NC(=O)C6=CC=CC=C6)O)O)OC(=O)C7=CC=CC=C7)(CO4)OC(=O)C)O)C)OC(=O)C. Synergy scores: CSS=47.0, Synergy_ZIP=-7.80, Synergy_Bliss=-6.33, Synergy_Loewe=-33.5, Synergy_HSA=-5.42. Cell line: OVCAR-8. Drug 1: C1=CC(=CC=C1CCCC(=O)O)N(CCCl)CCCl.